This data is from Reaction yield outcomes from USPTO patents with 853,638 reactions. The task is: Predict the reaction yield, written as a fraction of the theoretical maximum amount of product (1.0 means a 100% yield; for example, 0.34 means a 34% yield). (1) The reactants are [Cl:1][C:2]1[N:7]=[C:6](Cl)[C:5]2=[C:9]([C:12]3[CH:17]=[CH:16][CH:15]=[CH:14][CH:13]=3)[CH:10]=[CH:11][N:4]2[N:3]=1.CCN(C(C)C)C(C)C.[CH2:27]([NH2:34])[C:28]1[CH:33]=[CH:32][CH:31]=[CH:30][CH:29]=1. The catalyst is C1COCC1. The product is [CH2:27]([NH:34][C:6]1[C:5]2=[C:9]([C:12]3[CH:17]=[CH:16][CH:15]=[CH:14][CH:13]=3)[CH:10]=[CH:11][N:4]2[N:3]=[C:2]([Cl:1])[N:7]=1)[C:28]1[CH:33]=[CH:32][CH:31]=[CH:30][CH:29]=1. The yield is 0.631. (2) The reactants are [CH3:1][C:2]1[C:10]2[C:5](=[N:6][CH:7]=[N:8][C:9]=2[NH2:11])[NH:4][N:3]=1.C(=O)([O-])[O-].[Cs+].[Cs+].[I-].[K+].[Cl:20][C:21]1[C:22]([F:44])=[C:23]([CH:33]2[CH2:36][N:35]([C:37]([O:39][C:40]([CH3:43])([CH3:42])[CH3:41])=[O:38])[CH2:34]2)[C:24]([O:30][CH2:31][CH3:32])=[C:25]([CH:27](Cl)[CH3:28])[CH:26]=1. The catalyst is CN(C=O)C. The product is [NH2:11][C:9]1[N:8]=[CH:7][N:6]=[C:5]2[N:4]([CH:27]([C:25]3[C:24]([O:30][CH2:31][CH3:32])=[C:23]([CH:33]4[CH2:34][N:35]([C:37]([O:39][C:40]([CH3:42])([CH3:41])[CH3:43])=[O:38])[CH2:36]4)[C:22]([F:44])=[C:21]([Cl:20])[CH:26]=3)[CH3:28])[N:3]=[C:2]([CH3:1])[C:10]=12. The yield is 0.630. (3) The reactants are [CH3:1][C@:2]12[C@@:19]3([CH3:20])[C@@H:10]([C@:11]4([CH3:31])[C@@H:16]([CH2:17][CH2:18]3)[C:15]([CH3:22])([CH3:21])[C:14](OS(C(F)(F)F)(=O)=O)=[CH:13][CH2:12]4)[CH2:9][CH2:8][CH:7]1[C@H:6]1[C@H:32]([C:35]([CH3:37])=[CH2:36])[CH2:33][CH2:34][C@:5]1([C:38]([O:40][CH2:41][C:42]1[CH:47]=[CH:46][CH:45]=[CH:44][CH:43]=1)=[O:39])[CH2:4][CH2:3]2.CC(O)C.O.C(=O)([O-])[O-].[Na+].[Na+].[CH3:59][O:60][C:61]([C:63]1[CH:68]=[CH:67][C:66](B(O)O)=[CH:65][CH:64]=1)=[O:62]. The catalyst is O1CCOCC1.C1C=CC([P]([Pd]([P](C2C=CC=CC=2)(C2C=CC=CC=2)C2C=CC=CC=2)([P](C2C=CC=CC=2)(C2C=CC=CC=2)C2C=CC=CC=2)[P](C2C=CC=CC=2)(C2C=CC=CC=2)C2C=CC=CC=2)(C2C=CC=CC=2)C2C=CC=CC=2)=CC=1.O. The product is [CH3:59][O:60][C:61]([C:63]1[CH:68]=[CH:67][C:66]([C:14]2[C:15]([CH3:22])([CH3:21])[C@H:16]3[C@:11]([CH3:31])([CH2:12][CH:13]=2)[C@@H:10]2[C@:19]([CH3:20])([C@@:2]4([CH3:1])[C@H:7]([CH2:8][CH2:9]2)[C@H:6]2[C@H:32]([C:35]([CH3:37])=[CH2:36])[CH2:33][CH2:34][C@:5]2([C:38]([O:40][CH2:41][C:42]2[CH:47]=[CH:46][CH:45]=[CH:44][CH:43]=2)=[O:39])[CH2:4][CH2:3]4)[CH2:18][CH2:17]3)=[CH:65][CH:64]=1)=[O:62]. The yield is 0.684. (4) The reactants are [F:1][C:2]1[CH:7]=[CH:6][C:5]([N:8]2[C:11](=[O:12])[C@H:10]([S:13][CH2:14][C:15]([C:17]3[CH:22]=[CH:21][C:20]([F:23])=[CH:19][CH:18]=3)=[O:16])[C@H:9]2[C:24]2[CH:46]=[CH:45][C:27]([O:28][CH2:29][C:30]([NH:32][CH2:33][C:34]([NH:36][C@@H:37]([C:42]([OH:44])=[O:43])[CH2:38][CH2:39][CH2:40][NH2:41])=[O:35])=[O:31])=[CH:26][CH:25]=2)=[CH:4][CH:3]=1.[BH4-].[Na+]. The catalyst is CO.C(O)(=O)C. The yield is 0.850. The product is [F:1][C:2]1[CH:7]=[CH:6][C:5]([N:8]2[C:11](=[O:12])[C@H:10]([S:13][CH2:14][CH:15]([C:17]3[CH:18]=[CH:19][C:20]([F:23])=[CH:21][CH:22]=3)[OH:16])[C@H:9]2[C:24]2[CH:46]=[CH:45][C:27]([O:28][CH2:29][C:30]([NH:32][CH2:33][C:34]([NH:36][C@@H:37]([C:42]([OH:44])=[O:43])[CH2:38][CH2:39][CH2:40][NH2:41])=[O:35])=[O:31])=[CH:26][CH:25]=2)=[CH:4][CH:3]=1. (5) No catalyst specified. The reactants are [CH3:1][C:2]1[C:8]([B:9]2[O:13][C:12]([CH3:15])([CH3:14])[C:11]([CH3:17])([CH3:16])[O:10]2)=[CH:7][CH:6]=[CH:5][C:3]=1[NH2:4].C(=O)([O-])[O-].[Cs+].[Cs+].Br[CH2:25][C:26]1C=[C:29]([C:31]([CH3:34])([CH3:33])[CH3:32])[S:28][C:27]=1[C:35]([O:37][CH3:38])=[O:36].C(#[N:41])C. The yield is 0.560. The product is [C:31]([C:29]1[S:28][C:27]([C:35]([O:37][CH3:38])=[O:36])=[C:26]([CH2:25][NH:4][C:3]2[CH:5]=[CH:6][CH:7]=[C:8]([B:9]3[O:13][C:12]([CH3:15])([CH3:14])[C:11]([CH3:17])([CH3:16])[O:10]3)[C:2]=2[CH3:1])[N:41]=1)([CH3:34])([CH3:33])[CH3:32]. (6) The reactants are N1CCCC1.C([O:9][C:10]1[C:22]([C:23]([F:26])([F:25])[F:24])=[CH:21][CH:20]=[C:19]([CH2:27][O:28][C:29]2[CH:34]=[CH:33][C:32]([C:35]3[CH:40]=[CH:39][C:38]([CH2:41][C:42]([O:44]CC=C)=[O:43])=[CH:37][CH:36]=3)=[C:31]([Cl:48])[CH:30]=2)[C:11]=1[C:12]([O:14][C:15]([CH3:18])([CH3:17])[CH3:16])=[O:13])C=C. The catalyst is O1CCOCC1.O.C1C=CC([P]([Pd]([P](C2C=CC=CC=2)(C2C=CC=CC=2)C2C=CC=CC=2)([P](C2C=CC=CC=2)(C2C=CC=CC=2)C2C=CC=CC=2)[P](C2C=CC=CC=2)(C2C=CC=CC=2)C2C=CC=CC=2)(C2C=CC=CC=2)C2C=CC=CC=2)=CC=1. The product is [C:15]([O:14][C:12]([C:11]1[C:10]([OH:9])=[C:22]([C:23]([F:26])([F:24])[F:25])[CH:21]=[CH:20][C:19]=1[CH2:27][O:28][C:29]1[CH:34]=[CH:33][C:32]([C:35]2[CH:36]=[CH:37][C:38]([CH2:41][C:42]([OH:44])=[O:43])=[CH:39][CH:40]=2)=[C:31]([Cl:48])[CH:30]=1)=[O:13])([CH3:18])([CH3:16])[CH3:17]. The yield is 0.740. (7) The reactants are [O:1]=[CH:2][C@@H:3]([C@@H:5]([C@@H:7]([CH2:9][OH:10])[OH:8])[OH:6])[OH:4].S(=O)(=O)(O)O.C([O-])(O)=O.[Na+].[CH3:21][C:22]([CH3:24])=O. No catalyst specified. The product is [CH3:21][C:22]1([CH3:24])[O:4][C@@H:3]2[C@@H:5]([C@@H:7]([CH2:9][OH:10])[O:8][CH:2]2[OH:1])[O:6]1. The yield is 0.673.